Dataset: Forward reaction prediction with 1.9M reactions from USPTO patents (1976-2016). Task: Predict the product of the given reaction. (1) The product is: [Br:1][C:2]1[CH:7]=[CH:6][N:5]2[CH:14]=[CH:15][N:8]=[C:4]2[CH:3]=1. Given the reactants [Br:1][C:2]1[CH:7]=[CH:6][N:5]=[C:4]([NH2:8])[CH:3]=1.C([O-])(O)=O.[Na+].[CH3:14][CH2:15]O, predict the reaction product. (2) Given the reactants [NH2:1][C:2]1[C:6]([Br:7])=[C:5]([CH3:8])[O:4][N:3]=1.[C:9]1([S:15](Cl)(=[O:17])=[O:16])[CH:14]=[CH:13][CH:12]=[CH:11][CH:10]=1, predict the reaction product. The product is: [C:9]1([S:15]([N:1]([C:2]2[C:6]([Br:7])=[C:5]([CH3:8])[O:4][N:3]=2)[S:15]([C:9]2[CH:14]=[CH:13][CH:12]=[CH:11][CH:10]=2)(=[O:17])=[O:16])(=[O:17])=[O:16])[CH:14]=[CH:13][CH:12]=[CH:11][CH:10]=1.